From a dataset of NCI-60 drug combinations with 297,098 pairs across 59 cell lines. Regression. Given two drug SMILES strings and cell line genomic features, predict the synergy score measuring deviation from expected non-interaction effect. (1) Drug 1: COC1=C(C=C2C(=C1)N=CN=C2NC3=CC(=C(C=C3)F)Cl)OCCCN4CCOCC4. Drug 2: C(CN)CNCCSP(=O)(O)O. Cell line: UACC62. Synergy scores: CSS=5.79, Synergy_ZIP=-4.15, Synergy_Bliss=-6.49, Synergy_Loewe=-20.0, Synergy_HSA=-6.66. (2) Drug 1: C1CC(=O)NC(=O)C1N2C(=O)C3=CC=CC=C3C2=O. Drug 2: CCC1(C2=C(COC1=O)C(=O)N3CC4=CC5=C(C=CC(=C5CN(C)C)O)N=C4C3=C2)O.Cl. Cell line: HCT-15. Synergy scores: CSS=-9.36, Synergy_ZIP=-5.91, Synergy_Bliss=-13.7, Synergy_Loewe=-53.0, Synergy_HSA=-22.1. (3) Drug 1: C1=CC=C(C=C1)NC(=O)CCCCCCC(=O)NO. Drug 2: B(C(CC(C)C)NC(=O)C(CC1=CC=CC=C1)NC(=O)C2=NC=CN=C2)(O)O. Cell line: UACC-257. Synergy scores: CSS=36.3, Synergy_ZIP=-2.59, Synergy_Bliss=2.62, Synergy_Loewe=0.0556, Synergy_HSA=1.13. (4) Drug 1: CNC(=O)C1=CC=CC=C1SC2=CC3=C(C=C2)C(=NN3)C=CC4=CC=CC=N4. Drug 2: CC1=C(C=C(C=C1)NC2=NC=CC(=N2)N(C)C3=CC4=NN(C(=C4C=C3)C)C)S(=O)(=O)N.Cl. Cell line: OVCAR-4. Synergy scores: CSS=10.1, Synergy_ZIP=-1.74, Synergy_Bliss=2.36, Synergy_Loewe=1.89, Synergy_HSA=2.62. (5) Cell line: HCT-15. Synergy scores: CSS=37.2, Synergy_ZIP=-2.77, Synergy_Bliss=-3.11, Synergy_Loewe=-43.5, Synergy_HSA=-2.81. Drug 2: CC1=C(C(=O)C2=C(C1=O)N3CC4C(C3(C2COC(=O)N)OC)N4)N. Drug 1: C1CC(C1)(C(=O)O)C(=O)O.[NH2-].[NH2-].[Pt+2]. (6) Drug 1: C1=CC(=C2C(=C1NCCNCCO)C(=O)C3=C(C=CC(=C3C2=O)O)O)NCCNCCO. Drug 2: CCCCC(=O)OCC(=O)C1(CC(C2=C(C1)C(=C3C(=C2O)C(=O)C4=C(C3=O)C=CC=C4OC)O)OC5CC(C(C(O5)C)O)NC(=O)C(F)(F)F)O. Cell line: HOP-62. Synergy scores: CSS=55.8, Synergy_ZIP=4.90, Synergy_Bliss=3.66, Synergy_Loewe=-6.61, Synergy_HSA=4.46.